Dataset: Full USPTO retrosynthesis dataset with 1.9M reactions from patents (1976-2016). Task: Predict the reactants needed to synthesize the given product. (1) Given the product [F:35][C:34]([F:37])([F:36])[C:32]([OH:38])=[O:33].[NH:8]1[CH2:9][CH:10]([NH:12][C:13]2[CH:14]=[C:15]3[C:24](=[CH:25][C:26]=2[CH:27]2[CH2:28][CH2:29]2)[O:23][CH2:22][C:21]2[N:16]3[C@H:17]([CH3:31])[C:18](=[O:30])[NH:19][N:20]=2)[CH2:11]1, predict the reactants needed to synthesize it. The reactants are: C(OC([N:8]1[CH2:11][CH:10]([NH:12][C:13]2[CH:14]=[C:15]3[C:24](=[CH:25][C:26]=2[CH:27]2[CH2:29][CH2:28]2)[O:23][CH2:22][C:21]2[N:16]3[C@H:17]([CH3:31])[C:18](=[O:30])[NH:19][N:20]=2)[CH2:9]1)=O)(C)(C)C.[C:32]([OH:38])([C:34]([F:37])([F:36])[F:35])=[O:33]. (2) Given the product [NH2:9][C:10]1[CH:17]=[CH:16][CH:15]=[C:14]([O:4][CH2:3][C@@H:2]([NH2:1])[CH2:5][CH3:6])[C:11]=1[C:12]#[N:13], predict the reactants needed to synthesize it. The reactants are: [NH2:1][C@@H:2]([CH2:5][CH3:6])[CH2:3][OH:4].[H-].[Na+].[NH2:9][C:10]1[CH:17]=[CH:16][CH:15]=[C:14](F)[C:11]=1[C:12]#[N:13]. (3) The reactants are: C([O:8][C:9]([CH2:11][N:12]1[CH2:25][CH2:24][CH2:23][N:22]2[CH2:26][CH:27]([CH2:29][C:30]3[CH:35]=[CH:34][C:33]([N+:36]([O-])=O)=[CH:32][CH:31]=3)[CH2:28][N:15]([CH2:16][CH2:17][CH2:18][N:19]([CH2:39][C:40]([O:42]CC3C=CC=CC=3)=[O:41])[CH2:20][CH2:21]2)[CH2:14][CH2:13]1)=[O:10])C1C=CC=CC=1. Given the product [C:9]([CH2:11][N:12]1[CH2:25][CH2:24][CH2:23][N:22]2[CH2:26][CH:27]([CH2:29][C:30]3[CH:31]=[CH:32][C:33]([NH2:36])=[CH:34][CH:35]=3)[CH2:28][N:15]([CH2:16][CH2:17][CH2:18][N:19]([CH2:39][C:40]([OH:42])=[O:41])[CH2:20][CH2:21]2)[CH2:14][CH2:13]1)([OH:10])=[O:8], predict the reactants needed to synthesize it. (4) Given the product [CH2:21]([N:20]([CH3:19])[C:8]1[CH:7]=[CH:6][C:5]([C:10]2[S:14][C:13]([C:15]([O:17][CH3:18])=[O:16])=[CH:12][CH:11]=2)=[CH:4][C:3]=1[C:1]#[N:2])[CH2:22][CH2:23][CH3:24], predict the reactants needed to synthesize it. The reactants are: [C:1]([C:3]1[CH:4]=[C:5]([C:10]2[S:14][C:13]([C:15]([O:17][CH3:18])=[O:16])=[CH:12][CH:11]=2)[CH:6]=[CH:7][C:8]=1F)#[N:2].[CH3:19][NH:20][CH2:21][CH2:22][CH2:23][CH3:24].C(=O)([O-])[O-].[Cs+].[Cs+]. (5) Given the product [CH3:21][O:22][C:23]([CH:25]1[CH2:33][C:32]2[C:27](=[CH:28][CH:29]=[CH:30][C:31]=2[S:34]([N:18]2[CH:16]3[CH2:15][CH2:14][CH2:13][CH:12]2[CH2:11][N:10]([C:7]2[CH:8]=[CH:9][C:4]([O:3][C:2]([F:1])([F:19])[F:20])=[CH:5][CH:6]=2)[CH2:17]3)(=[O:36])=[O:35])[CH2:26]1)=[O:24], predict the reactants needed to synthesize it. The reactants are: [F:1][C:2]([F:20])([F:19])[O:3][C:4]1[CH:9]=[CH:8][C:7]([N:10]2[CH2:17][CH:16]3[NH:18][CH:12]([CH2:13][CH2:14][CH2:15]3)[CH2:11]2)=[CH:6][CH:5]=1.[CH3:21][O:22][C:23]([CH:25]1[CH2:33][C:32]2[C:27](=[CH:28][CH:29]=[CH:30][C:31]=2[S:34](Cl)(=[O:36])=[O:35])[CH2:26]1)=[O:24].C(=O)([O-])[O-].[K+].[K+]. (6) Given the product [NH2:32][C:33]1[C:38]([CH2:39][N:29]2[CH2:30][CH2:31][N:26]([C:24]([C:22]3[N:23]=[C:19]([CH2:18][N:4]([CH:1]4[CH2:2][CH2:3]4)[S:5]([C:8]4[C:9]([CH3:17])=[CH:10][C:11]([O:15][CH3:16])=[CH:12][C:13]=4[CH3:14])(=[O:6])=[O:7])[O:20][CH:21]=3)=[O:25])[CH2:27][CH2:28]2)=[CH:37][CH:36]=[CH:35][N:34]=1, predict the reactants needed to synthesize it. The reactants are: [CH:1]1([N:4]([CH2:18][C:19]2[O:20][CH:21]=[C:22]([C:24]([N:26]3[CH2:31][CH2:30][NH:29][CH2:28][CH2:27]3)=[O:25])[N:23]=2)[S:5]([C:8]2[C:13]([CH3:14])=[CH:12][C:11]([O:15][CH3:16])=[CH:10][C:9]=2[CH3:17])(=[O:7])=[O:6])[CH2:3][CH2:2]1.[NH2:32][C:33]1[C:38]([CH:39]=O)=[CH:37][CH:36]=[CH:35][N:34]=1.CC(O)=O.